From a dataset of Forward reaction prediction with 1.9M reactions from USPTO patents (1976-2016). Predict the product of the given reaction. (1) Given the reactants [Cl:1][C:2]1[N:7]=[N:6][C:5]([N:8]2[C:15]3[C@@H:14]4[CH2:16][C@@H:13]4[CH2:12][C:11]=3[C:10]([C:17]([OH:19])=O)=[N:9]2)=[CH:4][CH:3]=1.COC1N=NC(N2C3[C@@H]4C[C@@H]4CC=3C(C(O)=O)=N2)=CC=1.[NH2:40][C:41]([CH3:45])([CH3:44])[CH2:42][OH:43].C(N(CC)CC)C.CN(C(ON1N=NC2C=CC=NC1=2)=[N+](C)C)C.F[P-](F)(F)(F)(F)F, predict the reaction product. The product is: [OH:43][CH2:42][C:41]([NH:40][C:17]([C:10]1[C:11]2[CH2:12][C@H:13]3[CH2:16][C@H:14]3[C:15]=2[N:8]([C:5]2[N:6]=[N:7][C:2]([Cl:1])=[CH:3][CH:4]=2)[N:9]=1)=[O:19])([CH3:45])[CH3:44]. (2) Given the reactants [O:1]1[C:5]2[CH:6]=[CH:7][C:8]([CH2:10][CH2:11][NH:12][CH2:13][CH2:14][N:15]([C:17]3[S:21][N:20]=[C:19]([N:22]4[CH:26]=[CH:25][N:24]=[CH:23]4)[N:18]=3)[CH3:16])=[CH:9][C:4]=2[O:3][CH2:2]1.[C:27](O)(=O)C.C(O[BH-](OC(=O)C)OC(=O)C)(=O)C.[Na+], predict the reaction product. The product is: [O:1]1[C:5]2[CH:6]=[CH:7][C:8]([CH2:10][CH2:11][N:12]([CH3:27])[CH2:13][CH2:14][N:15]([C:17]3[S:21][N:20]=[C:19]([N:22]4[CH:26]=[CH:25][N:24]=[CH:23]4)[N:18]=3)[CH3:16])=[CH:9][C:4]=2[O:3][CH2:2]1. (3) The product is: [C:1]([N:4]1[CH2:8][CH2:7][C:6]2([C:16]3[C:11](=[CH:12][CH:13]=[C:14]([S:17][CH:31]4[CH2:35][CH2:34][CH2:33][CH2:32]4)[CH:15]=3)[N:10]([C:18](=[O:23])[C:19]([F:21])([F:22])[F:20])[CH2:9]2)[CH2:5]1)(=[O:3])[CH3:2]. Given the reactants [C:1]([N:4]1[CH2:8][CH2:7][C:6]2([C:16]3[C:11](=[CH:12][CH:13]=[C:14]([SH:17])[CH:15]=3)[N:10]([C:18](=[O:23])[C:19]([F:22])([F:21])[F:20])[CH2:9]2)[CH2:5]1)(=[O:3])[CH3:2].C(=O)([O-])[O-].[K+].[K+].[Br-].[CH2:31]1[CH2:35][CH2:34][CH2:33][CH2:32]1, predict the reaction product. (4) Given the reactants [NH2:1][CH2:2][CH2:3][O:4][CH2:5][CH2:6][OH:7].[OH-].[K+].[C:10]([O:14][C:15](O[C:15]([O:14][C:10]([CH3:13])([CH3:12])[CH3:11])=[O:16])=[O:16])([CH3:13])([CH3:12])[CH3:11], predict the reaction product. The product is: [C:10]([O:14][C:15](=[O:16])[NH:1][CH2:2][CH2:3][O:4][CH2:5][CH2:6][OH:7])([CH3:13])([CH3:12])[CH3:11]. (5) Given the reactants [H-].[Na+].[NH2:3][C:4]1[C:9]([CH3:10])=[CH:8][C:7]([OH:11])=[CH:6][C:5]=1[CH3:12].Cl[C:14]1[CH:15]=[CH:16][C:17]([N+:29]([O-:31])=[O:30])=[C:18]([N:20]([CH3:28])[C:21](=[O:27])[O:22][C:23]([CH3:26])([CH3:25])[CH3:24])[CH:19]=1, predict the reaction product. The product is: [NH2:3][C:4]1[C:9]([CH3:10])=[CH:8][C:7]([O:11][C:14]2[CH:15]=[CH:16][C:17]([N+:29]([O-:31])=[O:30])=[C:18]([N:20]([CH3:28])[C:21](=[O:27])[O:22][C:23]([CH3:24])([CH3:25])[CH3:26])[CH:19]=2)=[CH:6][C:5]=1[CH3:12]. (6) The product is: [CH:1]1([NH:4][C:5](=[O:24])[C:6]([C:17]2[CH:22]=[CH:21][C:20]([CH3:23])=[CH:19][CH:18]=2)=[CH:7][C:8]2[CH:16]=[CH:15][C:11]([C:12]([NH:32][OH:41])=[O:13])=[CH:10][CH:9]=2)[CH2:3][CH2:2]1. Given the reactants [CH:1]1([NH:4][C:5](=[O:24])[C:6]([C:17]2[CH:22]=[CH:21][C:20]([CH3:23])=[CH:19][CH:18]=2)=[CH:7][C:8]2[CH:16]=[CH:15][C:11]([C:12](O)=[O:13])=[CH:10][CH:9]=2)[CH2:3][CH2:2]1.F[P-](F)(F)(F)(F)F.[N:32]1([O:41][P+](N(C)C)(N(C)C)N(C)C)C2C=CC=CC=2N=N1.C1C=CC2N(O)N=NC=2C=1.Cl.NO.CCN(C(C)C)C(C)C, predict the reaction product.